Predict the product of the given reaction. From a dataset of Forward reaction prediction with 1.9M reactions from USPTO patents (1976-2016). (1) Given the reactants [CH2:1]([N:4]1[CH2:8][CH2:7][CH2:6][CH2:5]1)[CH2:2][CH3:3].[CH2:9]([O:11][CH2:12][Cl:13])C, predict the reaction product. The product is: [Cl-:13].[CH3:9][O:11][CH2:12][N+:4]1([CH2:1][CH2:2][CH3:3])[CH2:8][CH2:7][CH2:6][CH2:5]1. (2) Given the reactants CC([N:5]([CH2:9][C:10]1[CH:15]=[CH:14][C:13]([CH:16]([F:18])[F:17])=[C:12]([O:19][C:20]2[CH:25]=[C:24]([C:26]#[N:27])[CH:23]=[C:22]([Cl:28])[CH:21]=2)[C:11]=1[F:29])C(=O)[O-])(C)C.C(O)(C(F)(F)F)=O, predict the reaction product. The product is: [NH2:5][CH2:9][C:10]1[C:11]([F:29])=[C:12]([O:19][C:20]2[CH:25]=[C:24]([CH:23]=[C:22]([Cl:28])[CH:21]=2)[C:26]#[N:27])[C:13]([CH:16]([F:18])[F:17])=[CH:14][CH:15]=1. (3) Given the reactants C[O:2][C:3]([C:5]1[CH:13]=[C:12]2[C:8]([CH:9]=[N:10][N:11]2[CH:14]([CH3:16])[CH3:15])=[C:7]([C:17]2[CH:22]=[CH:21][C:20]([CH3:23])=[CH:19][N:18]=2)[CH:6]=1)=[O:4].[OH-].[Na+], predict the reaction product. The product is: [CH:14]([N:11]1[C:12]2[C:8](=[C:7]([C:17]3[CH:22]=[CH:21][C:20]([CH3:23])=[CH:19][N:18]=3)[CH:6]=[C:5]([C:3]([OH:4])=[O:2])[CH:13]=2)[CH:9]=[N:10]1)([CH3:16])[CH3:15]. (4) Given the reactants [ClH:1].O1CCOCC1.[CH3:8][N:9]1[CH2:14][CH2:13][N:12]([C:15]2[CH:43]=[CH:42][C:18]([C:19]([NH:21][C:22]3[C:23]4[CH2:34][N:33](C(OC(C)(C)C)=O)[CH2:32][C:24]=4[N:25]([C:27]([O:29][CH2:30][CH3:31])=[O:28])[N:26]=3)=[O:20])=[CH:17][CH:16]=2)[CH2:11][CH2:10]1, predict the reaction product. The product is: [ClH:1].[ClH:1].[ClH:1].[CH3:8][N:9]1[CH2:10][CH2:11][N:12]([C:15]2[CH:43]=[CH:42][C:18]([C:19]([NH:21][C:22]3[C:23]4[CH2:34][NH:33][CH2:32][C:24]=4[N:25]([C:27]([O:29][CH2:30][CH3:31])=[O:28])[N:26]=3)=[O:20])=[CH:17][CH:16]=2)[CH2:13][CH2:14]1. (5) Given the reactants Cl[S:2]([C:5]1[S:9][C:8]([C:10]2[CH:15]=[CH:14][C:13]([O:16][CH3:17])=[CH:12][CH:11]=2)=[CH:7][CH:6]=1)(=[O:4])=[O:3].[NH2:18][C:19]1[O:23][N:22]=[C:21]([CH3:24])[C:20]=1[Br:25], predict the reaction product. The product is: [Br:25][C:20]1[C:21]([CH3:24])=[N:22][O:23][C:19]=1[NH:18][S:2]([C:5]1[S:9][C:8]([C:10]2[CH:15]=[CH:14][C:13]([O:16][CH3:17])=[CH:12][CH:11]=2)=[CH:7][CH:6]=1)(=[O:4])=[O:3]. (6) Given the reactants [Cl:1][C:2]1[CH:7]=[CH:6][CH:5]=[C:4]([F:8])[C:3]=1[CH:9]([C:15]([O:17]CC)=O)[C:10]([O:12]CC)=O.Cl.[NH2:21][C:22]1[NH:23][CH:24]=[CH:25][N:26]=1.[CH2:27]1[CH2:35][N:34]2[C:29](=[N:30][CH2:31][CH2:32][CH2:33]2)[CH2:28]1, predict the reaction product. The product is: [OH:17][C:15]1[N:23]2[CH:24]=[CH:25][N:26]=[C:22]2[N:21]=[C:10]([OH:12])[C:9]=1[C:3]1[C:4]([F:8])=[CH:5][CH:6]=[CH:7][C:2]=1[Cl:1].[CH2:27]1[CH2:35][N:34]2[C:29](=[N:30][CH2:31][CH2:32][CH2:33]2)[CH2:28]1. (7) Given the reactants [C:1]([C:3]1[N:7]([CH3:8])[C:6]([C:9]([NH2:11])=[O:10])=[N:5][CH:4]=1)#[CH:2].I[C:13]1[CH:14]=[C:15]([NH:20][C:21](=[O:40])[C:22]2[CH:27]=[CH:26][C:25]([CH2:28][N:29]3[CH2:34][CH2:33][N:32]([CH3:35])[CH2:31][CH2:30]3)=[C:24]([C:36]([F:39])([F:38])[F:37])[CH:23]=2)[CH:16]=[CH:17][C:18]=1[CH3:19], predict the reaction product. The product is: [CH3:8][N:7]1[C:3]([C:1]#[C:2][C:17]2[CH:16]=[C:15]([NH:20][C:21]([C:22]3[CH:27]=[CH:26][C:25]([CH2:28][N:29]4[CH2:30][CH2:31][N:32]([CH3:35])[CH2:33][CH2:34]4)=[C:24]([C:36]([F:39])([F:37])[F:38])[CH:23]=3)=[O:40])[CH:14]=[CH:13][C:18]=2[CH3:19])=[CH:4][N:5]=[C:6]1[C:9]([NH2:11])=[O:10]. (8) The product is: [OH:1][C@H:2]1[CH2:21][CH2:20][C@@:19]2([CH3:22])[C:4](=[CH:5][CH:24]=[C:17]3[C@@H:18]2[CH2:7][CH2:8][C@@:9]2([CH3:10])[C@H:16]3[CH2:15][CH2:11][C:12]2=[O:14])[CH2:3]1.[OH:44][C@H:42]1[CH2:41][CH2:40][C@@:39]2([CH3:48])[C:38]([CH:37]=[CH:36][C@@H:35]3[C@@H:34]2[CH2:33][CH2:32][C@@:31]2([CH3:49])[C@H:30]3[CH2:29][CH2:28][C@@H:27]2[C:25](=[O:26])[CH3:24])=[CH:43]1.[OH:1][C@H:2]1[CH2:21][CH2:20][C@@:19]2([CH3:22])[C:4](=[CH:5][CH:6]=[C:7]3[C@@H:18]2[CH2:17][CH2:16][C@@:15]2([CH3:23])[C@H:8]3[CH2:9][CH2:10][C@@H:11]2[C:12](=[O:14])[CH3:13])[CH2:3]1. Given the reactants [OH:1][C@H:2]1[CH2:21][CH2:20][C@@:19]2([CH3:22])[C:4](=[CH:5][CH:6]=[C:7]3[C@@H:18]2[CH2:17][CH2:16][C@@:15]2([CH3:23])[C@H:8]3[CH2:9][CH2:10][C@@H:11]2[C:12](=[O:14])[CH3:13])[CH2:3]1.[CH3:24][C:25]([C@@H:27]1[C@@:31]2([CH3:49])[CH2:32][CH2:33][C@@H:34]3[C@@:39]4([CH3:48])[CH2:40][CH2:41][C@H:42]([O:44]C(C)=O)[CH2:43][C:38]4=[CH:37][CH2:36][C@H:35]3[C@@H:30]2[CH2:29][CH2:28]1)=[O:26], predict the reaction product. (9) The product is: [S:2]1[CH:6]=[CH:5][N:4]=[C:3]1[CH:7]1[N:9]=[C:13]([C:12]2[CH:15]=[CH:16][C:17]([F:19])=[CH:18][C:11]=2[Cl:10])[C:24]2[C:25](=[O:27])[CH2:26][C:21]([CH3:29])([CH3:20])[CH2:22][C:23]=2[NH:8]1. Given the reactants Cl.[S:2]1[CH:6]=[CH:5][N:4]=[C:3]1[C:7]([NH2:9])=[NH:8].[Cl:10][C:11]1[CH:18]=[C:17]([F:19])[CH:16]=[CH:15][C:12]=1[CH:13]=O.[CH3:20][C:21]1([CH3:29])[CH2:26][C:25](=[O:27])[CH2:24][C:23](=O)[CH2:22]1.C([O-])(=O)C.[Na+].Cl, predict the reaction product. (10) Given the reactants [CH3:1][C:2]1[CH:3]=[C:4]([N:9]2[CH:13]=[C:12](C=O)[N:11]=[CH:10]2)[CH:5]=[C:6]([CH3:8])[CH:7]=1.[CH3:16][C:17]1[CH:18]=[C:19]([N:24]2[C:28](C=O)=[CH:27][N:26]=[CH:25]2)[CH:20]=[C:21]([CH3:23])[CH:22]=1.[OH-].[NH4+].II.S([O-])([O-])(=O)=S.[Na+].[Na+], predict the reaction product. The product is: [CH3:8][C:6]1[CH:5]=[C:4]([N:9]2[C:13]([C:19]#[N:24])=[CH:12][N:11]=[CH:10]2)[CH:3]=[C:2]([CH3:1])[CH:7]=1.[CH3:23][C:21]1[CH:20]=[C:19]([N:24]2[CH:28]=[C:27]([C:4]#[N:9])[N:26]=[CH:25]2)[CH:18]=[C:17]([CH3:16])[CH:22]=1.